This data is from Forward reaction prediction with 1.9M reactions from USPTO patents (1976-2016). The task is: Predict the product of the given reaction. (1) Given the reactants C(O[C:6](=O)[NH:7][C:8]1[CH:13]=[C:12]([F:14])[C:11]([F:15])=[CH:10][C:9]=1[NH2:16])(C)(C)C.[CH:18]1(C=O)[CH2:23][CH2:22][CH2:21][CH2:20][CH2:19]1.[Cl:26][C:27]1[CH:35]=[CH:34][C:30]([C:31](O)=O)=[CH:29][N:28]=1.C[O:37][C:38]([C@H:40]1[CH2:45][CH2:44][C@H:43]([N+:46]#[C-:47])[CH2:42][CH2:41]1)=[O:39].Cl.C[OH:50], predict the reaction product. The product is: [Cl:26][C:27]1[N:28]=[CH:29][C:30]([C:31]2[N:7]([CH:6]([CH:18]3[CH2:23][CH2:22][CH2:21][CH2:20][CH2:19]3)[C:47]([NH:46][C@H:43]3[CH2:44][CH2:45][C@H:40]([C:38]([OH:37])=[O:39])[CH2:41][CH2:42]3)=[O:50])[C:8]3[CH:13]=[C:12]([F:14])[C:11]([F:15])=[CH:10][C:9]=3[N:16]=2)=[CH:34][CH:35]=1. (2) Given the reactants [CH3:1][NH:2][CH3:3].[C:4](O[BH-](OC(=O)C)OC(=O)C)(=O)C.[Na+].[CH3:18][O:19][CH2:20][CH2:21][CH2:22][O:23][C:24]1[CH:29]=[CH:28][C:27]([C@H:30]2[C@H:35]([O:36][CH2:37][CH2:38]C=O)[CH2:34][N:33]([C:41]([O:43][CH2:44][C:45]3[CH:50]=[CH:49][CH:48]=[CH:47][CH:46]=3)=[O:42])[CH2:32][C@@H:31]2[O:51][CH2:52][C:53]2[CH:54]=[CH:55][C:56]3[O:61][CH2:60][CH2:59][N:58]([CH2:62][CH2:63][CH2:64][O:65][CH3:66])[C:57]=3[CH:67]=2)=[CH:26][CH:25]=1.C(=O)(O)[O-].[Na+], predict the reaction product. The product is: [CH3:1][N:2]([CH3:4])[CH2:3][CH2:38][CH2:37][O:36][C@H:35]1[C@H:30]([C:27]2[CH:28]=[CH:29][C:24]([O:23][CH2:22][CH2:21][CH2:20][O:19][CH3:18])=[CH:25][CH:26]=2)[C@@H:31]([O:51][CH2:52][C:53]2[CH:54]=[CH:55][C:56]3[O:61][CH2:60][CH2:59][N:58]([CH2:62][CH2:63][CH2:64][O:65][CH3:66])[C:57]=3[CH:67]=2)[CH2:32][N:33]([C:41]([O:43][CH2:44][C:45]2[CH:50]=[CH:49][CH:48]=[CH:47][CH:46]=2)=[O:42])[CH2:34]1. (3) Given the reactants [CH3:1][C:2]1[CH:3]=[C:4]([OH:17])[CH:5]=[CH:6][C:7]=1[CH2:8][O:9][CH2:10][CH2:11][N:12]1[CH:16]=[CH:15][N:14]=[N:13]1.C(=O)([O-])[O-].[Cs+].[Cs+].Cl[CH2:25][C:26]1[N:27]=[C:28]([CH:31]=[CH:32][C:33]2[CH:38]=[CH:37][C:36]([O:39][CH:40]([F:42])[F:41])=[CH:35][CH:34]=2)[O:29][CH:30]=1.[I-].[K+], predict the reaction product. The product is: [F:42][CH:40]([F:41])[O:39][C:36]1[CH:37]=[CH:38][C:33]([CH:32]=[CH:31][C:28]2[O:29][CH:30]=[C:26]([CH2:25][O:17][C:4]3[CH:5]=[CH:6][C:7]([CH2:8][O:9][CH2:10][CH2:11][N:12]4[CH:16]=[CH:15][N:14]=[N:13]4)=[C:2]([CH3:1])[CH:3]=3)[N:27]=2)=[CH:34][CH:35]=1. (4) The product is: [Br:1][C:2]1[S:6][C:5]2[CH:7]=[C:8]([O:11][Si:37]([C:33]([CH3:36])([CH3:35])[CH3:34])([C:44]3[CH:45]=[CH:46][CH:47]=[CH:48][CH:49]=3)[C:38]3[CH:43]=[CH:42][CH:41]=[CH:40][CH:39]=3)[CH:9]=[CH:10][C:4]=2[C:3]=1[O:12][C:13]1[CH:14]=[CH:15][C:16]([O:19][CH2:20][CH2:21][N:22]2[CH2:27][CH2:26][CH2:25][CH2:24][CH2:23]2)=[CH:17][CH:18]=1. Given the reactants [Br:1][C:2]1[S:6][C:5]2[CH:7]=[C:8]([OH:11])[CH:9]=[CH:10][C:4]=2[C:3]=1[O:12][C:13]1[CH:18]=[CH:17][C:16]([O:19][CH2:20][CH2:21][N:22]2[CH2:27][CH2:26][CH2:25][CH2:24][CH2:23]2)=[CH:15][CH:14]=1.N1C=CN=C1.[C:33]([Si:37](Cl)([C:44]1[CH:49]=[CH:48][CH:47]=[CH:46][CH:45]=1)[C:38]1[CH:43]=[CH:42][CH:41]=[CH:40][CH:39]=1)([CH3:36])([CH3:35])[CH3:34], predict the reaction product.